From a dataset of Peptide-MHC class II binding affinity with 134,281 pairs from IEDB. Regression. Given a peptide amino acid sequence and an MHC pseudo amino acid sequence, predict their binding affinity value. This is MHC class II binding data. The peptide sequence is YISAIVQGERMDEPIPA. The MHC is DRB1_0101 with pseudo-sequence DRB1_0101. The binding affinity (normalized) is 0.109.